This data is from Forward reaction prediction with 1.9M reactions from USPTO patents (1976-2016). The task is: Predict the product of the given reaction. (1) Given the reactants Br[C:2]1[N:3]=[C:4]([CH2:7][N:8]2[CH:12]=[C:11]([C:13]([O:15][CH2:16][CH3:17])=[O:14])[CH:10]=[N:9]2)[S:5][CH:6]=1.[C:18]([C:21]1[CH:22]=[C:23](B(O)O)[CH:24]=[CH:25][CH:26]=1)(=[O:20])[CH3:19].C(=O)([O-])[O-].[K+].[K+].O, predict the reaction product. The product is: [C:18]([C:21]1[CH:26]=[C:25]([C:2]2[N:3]=[C:4]([CH2:7][N:8]3[CH:12]=[C:11]([C:13]([O:15][CH2:16][CH3:17])=[O:14])[CH:10]=[N:9]3)[S:5][CH:6]=2)[CH:24]=[CH:23][CH:22]=1)(=[O:20])[CH3:19]. (2) Given the reactants CC(O)=O.O.[CH3:6][C:7]1[CH:8]=[C:9]2[C:13](=[CH:14][C:15]=1[N+:16]([O-])=O)[CH2:12][CH2:11][CH2:10]2, predict the reaction product. The product is: [CH3:6][C:7]1[CH:8]=[C:9]2[C:13](=[CH:14][C:15]=1[NH2:16])[CH2:12][CH2:11][CH2:10]2. (3) Given the reactants C[O:2][C@:3]1([C@@H:21]2[CH2:25][S:24][C:23](=[O:26])[N:22]2CC2C=CC(OC)=CC=2)[CH2:18][C@H:17]2[CH2:19][C@@H:5]([CH2:6][CH2:7][CH2:8][CH2:9][CH2:10][CH2:11][CH2:12][CH2:13][CH2:14][C:15](=[O:20])[O:16]2)[O:4]1.CO[C@]1([C@@H]2CSC(=O)N2CC2C=CC(OC)=CC=2)C[C@H]2C[C@@H](CCCC=CCCC(C)=CC(=O)O2)O1, predict the reaction product. The product is: [OH:2][C@:3]1([C@@H:21]2[CH2:25][S:24][C:23](=[O:26])[NH:22]2)[CH2:18][C@H:17]2[CH2:19][C@@H:5]([CH2:6][CH2:7][CH2:8][CH2:9][CH2:10][CH2:11][CH2:12][CH2:13][CH2:14][C:15](=[O:20])[O:16]2)[O:4]1. (4) Given the reactants [CH:1]([P:3](=[O:9])([CH:7]=[CH2:8])[CH:4]([CH3:6])[CH3:5])=[CH2:2].[CH2:10]([NH2:17])[C:11]1[CH:16]=[CH:15][CH:14]=[CH:13][CH:12]=1, predict the reaction product. The product is: [CH2:10]([N:17]1[CH2:8][CH2:7][P:3](=[O:9])([CH:4]([CH3:6])[CH3:5])[CH2:1][CH2:2]1)[C:11]1[CH:16]=[CH:15][CH:14]=[CH:13][CH:12]=1. (5) Given the reactants [CH3:1][S:2]([N:5](S(C)(=O)=O)[C:6]1[CH:14]=[CH:13][CH:12]=[C:11]2[C:7]=1[C:8](=[O:33])[N:9]([CH:16]([C:22]1[CH:27]=[CH:26][C:25]([O:28][CH3:29])=[C:24]([O:30][CH2:31][CH3:32])[CH:23]=1)[CH2:17][S:18]([CH3:21])(=[O:20])=[O:19])[C:10]2=[O:15])(=[O:4])=[O:3].[OH-].[Na+].Cl, predict the reaction product. The product is: [CH2:31]([O:30][C:24]1[CH:23]=[C:22]([CH:16]([N:9]2[C:8](=[O:33])[C:7]3[C:11](=[CH:12][CH:13]=[CH:14][C:6]=3[NH:5][S:2]([CH3:1])(=[O:3])=[O:4])[C:10]2=[O:15])[CH2:17][S:18]([CH3:21])(=[O:19])=[O:20])[CH:27]=[CH:26][C:25]=1[O:28][CH3:29])[CH3:32]. (6) Given the reactants C([O:4][CH2:5][C:6]1[C:11]([C:12]2[CH:17]=[C:16]([NH:18][C:19]3[CH:24]=[CH:23][C:22]([CH:25]4[CH2:30][CH2:29][N:28]([CH3:31])[CH2:27][CH2:26]4)=[CH:21][N:20]=3)[C:15](=[O:32])[N:14]([CH3:33])[N:13]=2)=[CH:10][CH:9]=[CH:8][C:7]=1[N:34]1[N:43]=[CH:42][C:41]2[C:36](=[C:37]([F:48])[CH:38]=[C:39]([C:44]([CH3:47])([CH3:46])[CH3:45])[CH:40]=2)[C:35]1=[O:49])(=O)C.[OH-].[Na+], predict the reaction product. The product is: [C:44]([C:39]1[CH:40]=[C:41]2[C:36](=[C:37]([F:48])[CH:38]=1)[C:35](=[O:49])[N:34]([C:7]1[CH:8]=[CH:9][CH:10]=[C:11]([C:12]3[CH:17]=[C:16]([NH:18][C:19]4[N:20]=[CH:21][C:22]([CH:25]5[CH2:30][CH2:29][N:28]([CH3:31])[CH2:27][CH2:26]5)=[CH:23][CH:24]=4)[C:15](=[O:32])[N:14]([CH3:33])[N:13]=3)[C:6]=1[CH2:5][OH:4])[N:43]=[CH:42]2)([CH3:47])([CH3:45])[CH3:46]. (7) Given the reactants [Li+].C[Si]([N-][Si](C)(C)C)(C)C.CC[O:13][C:14]([CH3:16])=[O:15].[CH:17]1([C:22](=[O:37])[CH2:23][CH2:24][C:25]2[CH:30]=[CH:29][C:28]([C:31]([CH3:35])([CH3:34])[C:32]#[N:33])=[C:27]([F:36])[CH:26]=2)[CH2:21][CH2:20][CH2:19][CH2:18]1.[CH:38]1([NH:44][CH:45]2[CH2:50][CH2:49][CH2:48][CH2:47][CH2:46]2)[CH2:43][CH2:42][CH2:41][CH2:40][CH2:39]1, predict the reaction product. The product is: [CH:45]1([NH:44][CH:38]2[CH2:39][CH2:40][CH2:41][CH2:42][CH2:43]2)[CH2:46][CH2:47][CH2:48][CH2:49][CH2:50]1.[C:32]([C:31]([C:28]1[CH:29]=[CH:30][C:25]([CH2:24][CH2:23][C:22]([CH:17]2[CH2:18][CH2:19][CH2:20][CH2:21]2)([OH:37])[CH2:16][C:14]([OH:13])=[O:15])=[CH:26][C:27]=1[F:36])([CH3:34])[CH3:35])#[N:33]. (8) Given the reactants [CH3:1][N:2]([CH2:4][C:5]1[CH:10]=[C:9]([C:11]([F:14])([F:13])[F:12])[N:8]=[C:7]([C:15]([OH:17])=O)[CH:6]=1)[CH3:3].F[P-](F)(F)(F)(F)F.C[N+](C)=C(N(C)C)ON1C2N=CC=CC=2N=N1.C(N(CC)C(C)C)(C)C.[NH:51]1[CH2:56][CH2:55][CH:54]([N:57]2[CH2:60][C:59]([CH2:83][C:84]#[N:85])([N:61]3[CH:65]=[C:64]([C:66]4[C:67]5[CH:74]=[CH:73][N:72](COCC[Si](C)(C)C)[C:68]=5[N:69]=[CH:70][N:71]=4)[CH:63]=[N:62]3)[CH2:58]2)[CH2:53][CH2:52]1, predict the reaction product. The product is: [CH3:3][N:2]([CH2:4][C:5]1[CH:10]=[C:9]([C:11]([F:12])([F:13])[F:14])[N:8]=[C:7]([C:15]([N:51]2[CH2:52][CH2:53][CH:54]([N:57]3[CH2:58][C:59]([CH2:83][C:84]#[N:85])([N:61]4[CH:65]=[C:64]([C:66]5[C:67]6[CH:74]=[CH:73][NH:72][C:68]=6[N:69]=[CH:70][N:71]=5)[CH:63]=[N:62]4)[CH2:60]3)[CH2:55][CH2:56]2)=[O:17])[CH:6]=1)[CH3:1].